Regression. Given two drug SMILES strings and cell line genomic features, predict the synergy score measuring deviation from expected non-interaction effect. From a dataset of NCI-60 drug combinations with 297,098 pairs across 59 cell lines. (1) Drug 1: C1C(C(OC1N2C=C(C(=O)NC2=O)F)CO)O. Drug 2: C1C(C(OC1N2C=NC(=NC2=O)N)CO)O. Cell line: MOLT-4. Synergy scores: CSS=57.7, Synergy_ZIP=-3.29, Synergy_Bliss=-2.59, Synergy_Loewe=-2.18, Synergy_HSA=1.41. (2) Drug 1: C1=CC=C(C(=C1)C(C2=CC=C(C=C2)Cl)C(Cl)Cl)Cl. Drug 2: CN1C2=C(C=C(C=C2)N(CCCl)CCCl)N=C1CCCC(=O)O.Cl. Cell line: UACC62. Synergy scores: CSS=3.01, Synergy_ZIP=0.527, Synergy_Bliss=4.01, Synergy_Loewe=1.15, Synergy_HSA=1.02. (3) Drug 1: C1C(C(OC1N2C=NC3=C(N=C(N=C32)Cl)N)CO)O. Drug 2: C(CN)CNCCSP(=O)(O)O. Cell line: HOP-92. Synergy scores: CSS=33.3, Synergy_ZIP=-8.87, Synergy_Bliss=-0.364, Synergy_Loewe=-69.8, Synergy_HSA=-0.666. (4) Drug 1: C1=NC2=C(N=C(N=C2N1C3C(C(C(O3)CO)O)F)Cl)N. Drug 2: CC1=C2C(C(=O)C3(C(CC4C(C3C(C(C2(C)C)(CC1OC(=O)C(C(C5=CC=CC=C5)NC(=O)OC(C)(C)C)O)O)OC(=O)C6=CC=CC=C6)(CO4)OC(=O)C)O)C)O. Cell line: T-47D. Synergy scores: CSS=-3.14, Synergy_ZIP=4.95, Synergy_Bliss=1.70, Synergy_Loewe=-7.19, Synergy_HSA=-6.47. (5) Drug 1: C1=CC(=C2C(=C1NCCNCCO)C(=O)C3=C(C=CC(=C3C2=O)O)O)NCCNCCO. Drug 2: CC12CCC3C(C1CCC2O)C(CC4=C3C=CC(=C4)O)CCCCCCCCCS(=O)CCCC(C(F)(F)F)(F)F. Cell line: HS 578T. Synergy scores: CSS=21.0, Synergy_ZIP=-3.26, Synergy_Bliss=-6.77, Synergy_Loewe=-20.3, Synergy_HSA=-3.99. (6) Drug 1: CC12CCC(CC1=CCC3C2CCC4(C3CC=C4C5=CN=CC=C5)C)O. Drug 2: CCCCCOC(=O)NC1=NC(=O)N(C=C1F)C2C(C(C(O2)C)O)O. Cell line: HS 578T. Synergy scores: CSS=0.818, Synergy_ZIP=0.740, Synergy_Bliss=-0.283, Synergy_Loewe=-6.74, Synergy_HSA=-3.94.